Dataset: Catalyst prediction with 721,799 reactions and 888 catalyst types from USPTO. Task: Predict which catalyst facilitates the given reaction. (1) Reactant: ClCCl.[NH:4]1[CH2:9][CH2:8][CH2:7][CH2:6][CH2:5]1.[N:10]1[S:11][N:12]=[C:13]2[CH:18]=[C:17]([C:19](OC)=[O:20])[CH:16]=[CH:15][C:14]=12. Product: [N:10]1[S:11][N:12]=[C:13]2[CH:18]=[C:17]([C:19]([N:4]3[CH2:9][CH2:8][CH2:7][CH2:6][CH2:5]3)=[O:20])[CH:16]=[CH:15][C:14]=12. The catalyst class is: 11. (2) Reactant: [OH:1][C:2]1[C:9]([CH3:10])=[CH:8][CH:7]=[CH:6][C:3]=1[CH:4]=[O:5].C(N(C(C)C)CC)(C)C.[CH2:20]([O:22][CH2:23]OCl)[CH3:21]. Product: [CH2:20]([O:22][CH2:23][O:1][C:2]1[C:9]([CH3:10])=[CH:8][CH:7]=[CH:6][C:3]=1[CH:4]=[O:5])[CH3:21]. The catalyst class is: 119. (3) Reactant: [CH3:1][C:2]1[C:10]2[C:9]([CH2:11][N:12]3[C:16]4[CH:17]=[CH:18][CH:19]=[CH:20][C:15]=4[NH:14][C:13]3=[O:21])=[CH:8][S:7][C:6]=2[CH:5]=[CH:4][CH:3]=1.[C:22]1([O:28][S:29]([CH:32]=[CH2:33])(=[O:31])=[O:30])[CH:27]=[CH:26][CH:25]=[CH:24][CH:23]=1.[OH-].[Na+].[NH4+].[Cl-]. Product: [C:22]1([O:28][S:29]([CH2:32][CH2:33][N:14]2[C:15]3[CH:20]=[CH:19][CH:18]=[CH:17][C:16]=3[N:12]([CH2:11][C:9]3[C:10]4[C:2]([CH3:1])=[CH:3][CH:4]=[CH:5][C:6]=4[S:7][CH:8]=3)[C:13]2=[O:21])(=[O:31])=[O:30])[CH:23]=[CH:24][CH:25]=[CH:26][CH:27]=1. The catalyst class is: 20.